From a dataset of CYP1A2 inhibition data for predicting drug metabolism from PubChem BioAssay. Regression/Classification. Given a drug SMILES string, predict its absorption, distribution, metabolism, or excretion properties. Task type varies by dataset: regression for continuous measurements (e.g., permeability, clearance, half-life) or binary classification for categorical outcomes (e.g., BBB penetration, CYP inhibition). Dataset: cyp1a2_veith. (1) The compound is CCOC(=O)Cc1csc(NC(=O)c2ccc(S(=O)(=O)N3CCCCC3)cc2)n1. The result is 1 (inhibitor). (2) The drug is CC(=O)N1CCC2(CCCN(c3ccc(-c4ccccc4)cc3)C2)CC1. The result is 1 (inhibitor). (3) The molecule is COc1ccccc1NC(=O)CN1CCN(C2c3ccccc3-c3ccccc32)CC1. The result is 1 (inhibitor). (4) The compound is O=C1CSC(c2ccccn2)N1c1ccccc1. The result is 0 (non-inhibitor). (5) The molecule is Cc1ccc(C)c2sc(NC(=O)c3ccc(N4CCCCC4)c([N+](=O)[O-])c3)nc12. The result is 0 (non-inhibitor).